From a dataset of Forward reaction prediction with 1.9M reactions from USPTO patents (1976-2016). Predict the product of the given reaction. (1) Given the reactants [CH2:1]([O:8][C:9]1[CH:14]=[CH:13][C:12]([C@@H:15]([OH:18])[CH2:16][Br:17])=[CH:11][C:10]=1[N+:19]([O-])=O)[C:2]1[CH:7]=[CH:6][CH:5]=[CH:4][CH:3]=1.[C:22](OC(=O)C)(=[O:24])C.C(O)=O, predict the reaction product. The product is: [CH2:1]([O:8][C:9]1[CH:14]=[CH:13][C:12]([C@@H:15]([OH:18])[CH2:16][Br:17])=[CH:11][C:10]=1[NH:19][CH:22]=[O:24])[C:2]1[CH:7]=[CH:6][CH:5]=[CH:4][CH:3]=1. (2) Given the reactants [Br:1][C:2]1[CH:3]=[CH:4][C:5]([O:12][CH3:13])=[C:6]([S:8](Cl)(=[O:10])=[O:9])[CH:7]=1.[CH:14]1([NH2:20])[CH2:19][CH2:18][CH2:17][CH2:16][CH2:15]1.CCN(C(C)C)C(C)C.Cl, predict the reaction product. The product is: [Br:1][C:2]1[CH:3]=[CH:4][C:5]([O:12][CH3:13])=[C:6]([S:8]([NH:20][CH:14]2[CH2:19][CH2:18][CH2:17][CH2:16][CH2:15]2)(=[O:10])=[O:9])[CH:7]=1. (3) Given the reactants O[C:2]1([C:8]([OH:10])=O)[CH:7]=[CH:6][CH:5]=[CH:4][NH:3]1.C(N(C(C)C)CC)(C)C.Cl.[CH3:21][NH:22][O:23][CH3:24].F[P-](F)(F)(F)(F)F.N1([O:41][P+](N2CCCC2)(N2CCCC2)N2CCCC2)C2C=CC=CC=2N=N1, predict the reaction product. The product is: [CH3:24][O:23][N:22]([CH3:21])[C:8]([C:2]1[C:7]([OH:41])=[CH:6][CH:5]=[CH:4][N:3]=1)=[O:10]. (4) Given the reactants [NH2:1][C:2]1[N:7]=[C:6]([Cl:8])[CH:5]=[C:4](Cl)[N:3]=1.CCN(C(C)C)C(C)C.[NH2:19][C:20]1[CH:25]=[CH:24][CH:23]=[CH:22][CH:21]=1, predict the reaction product. The product is: [NH2:1][C:2]1[N:3]=[C:4]([NH:19][C:20]2[CH:25]=[CH:24][CH:23]=[CH:22][CH:21]=2)[CH:5]=[C:6]([Cl:8])[N:7]=1. (5) Given the reactants [CH2:1]([C:3]1[C:11]2[C:6](=[CH:7][CH:8]=[CH:9][CH:10]=2)[NH:5][C:4]=1[C:12]([NH:14][CH3:15])=O)[CH3:2].[H-].[Al+3].[Li+].[H-].[H-].[H-], predict the reaction product. The product is: [CH2:1]([C:3]1[C:11]2[C:6](=[CH:7][CH:8]=[CH:9][CH:10]=2)[NH:5][C:4]=1[CH2:12][NH:14][CH3:15])[CH3:2]. (6) Given the reactants [CH:1]1([C:4]2[C:8]([S:9](Cl)(=[O:11])=[O:10])=[C:7]([CH3:13])[NH:6][N:5]=2)[CH2:3][CH2:2]1.Cl.[Cl:15][C:16]1[CH:28]=[CH:27][C:19]([CH2:20][CH:21]2[CH2:26][CH2:25][NH:24][CH2:23][CH2:22]2)=[CH:18][C:17]=1[F:29], predict the reaction product. The product is: [Cl:15][C:16]1[CH:28]=[CH:27][C:19]([CH2:20][CH:21]2[CH2:22][CH2:23][N:24]([S:9]([C:8]3[C:4]([CH:1]4[CH2:3][CH2:2]4)=[N:5][NH:6][C:7]=3[CH3:13])(=[O:11])=[O:10])[CH2:25][CH2:26]2)=[CH:18][C:17]=1[F:29].